Predict the product of the given reaction. From a dataset of Forward reaction prediction with 1.9M reactions from USPTO patents (1976-2016). (1) Given the reactants C([O:8][C:9]1[CH:10]=[C:11]([C:15]2([CH3:29])[C:24](=[O:25])[C:23]3[C:18](=[CH:19][C:20]([Cl:27])=[CH:21][C:22]=3[Cl:26])[NH:17][C:16]2=[O:28])[CH:12]=[CH:13][CH:14]=1)C1C=CC=CC=1.B(Br)(Br)Br.CCCCCC, predict the reaction product. The product is: [OH:8][C:9]1[CH:10]=[C:11]([C:15]2([CH3:29])[C:24](=[O:25])[C:23]3[C:18](=[CH:19][C:20]([Cl:27])=[CH:21][C:22]=3[Cl:26])[NH:17][C:16]2=[O:28])[CH:12]=[CH:13][CH:14]=1. (2) Given the reactants Cl.Cl.[Cl:3][C:4]1[CH:5]=[C:6]([CH:33]=[CH:34][C:35]=1[Cl:36])[C:7]([NH:9][C:10]1[CH:11]=[N:12][C:13]([O:16][C:17]2[CH:22]=[CH:21][C:20]([C:23]([N:25]3[CH2:30][CH2:29][CH:28]([NH:31][CH3:32])[CH2:27][CH2:26]3)=[O:24])=[CH:19][CH:18]=2)=[CH:14][CH:15]=1)=[O:8].Br[CH2:38][C:39]1[CH:44]=[CH:43][C:42]([F:45])=[C:41]([F:46])[CH:40]=1.C(=O)([O-])[O-].[K+].[K+], predict the reaction product. The product is: [Cl:3][C:4]1[CH:5]=[C:6]([CH:33]=[CH:34][C:35]=1[Cl:36])[C:7]([NH:9][C:10]1[CH:11]=[N:12][C:13]([O:16][C:17]2[CH:18]=[CH:19][C:20]([C:23]([N:25]3[CH2:30][CH2:29][CH:28]([NH:31][CH2:32][CH2:38][C:39]4[CH:44]=[CH:43][C:42]([F:45])=[C:41]([F:46])[CH:40]=4)[CH2:27][CH2:26]3)=[O:24])=[CH:21][CH:22]=2)=[CH:14][CH:15]=1)=[O:8]. (3) Given the reactants [N-:1]=[N+:2]=[N-:3].[Na+].[CH:5]12[O:11][CH:10]1[CH2:9][O:8][CH2:7][CH2:6]2.[Cl-].[NH4+], predict the reaction product. The product is: [N:1]([C@@H:5]1[CH2:6][CH2:7][O:8][CH2:9][C@H:10]1[OH:11])=[N+:2]=[N-:3]. (4) Given the reactants [F:1][C:2]1[CH:7]=[CH:6][CH:5]=[CH:4][C:3]=1[S:8](Cl)(=[O:10])=[O:9].[NH2:12][C:13]1[C:14]2[C:21]([C:22]([C:24]3[CH:29]=[C:28]([CH3:30])[N:27]=[C:26]([NH2:31])[CH:25]=3)=[O:23])=[CH:20][N:19]([CH:32]([CH3:34])[CH3:33])[C:15]=2[N:16]=[CH:17][N:18]=1, predict the reaction product. The product is: [NH2:12][C:13]1[C:14]2[C:21]([C:22]([C:24]3[CH:29]=[C:28]([CH3:30])[N:27]=[C:26]([NH:31][S:8]([C:3]4[CH:4]=[CH:5][CH:6]=[CH:7][C:2]=4[F:1])(=[O:10])=[O:9])[CH:25]=3)=[O:23])=[CH:20][N:19]([CH:32]([CH3:34])[CH3:33])[C:15]=2[N:16]=[CH:17][N:18]=1.